This data is from Reaction yield outcomes from USPTO patents with 853,638 reactions. The task is: Predict the reaction yield, written as a fraction of the theoretical maximum amount of product (1.0 means a 100% yield; for example, 0.34 means a 34% yield). (1) The reactants are [CH2:1]([O:3][C:4]([C:6]1([CH2:12][S:13]([C:16]2[CH:21]=[CH:20][C:19]([O:22][CH2:23][C:24]#[C:25][CH3:26])=[CH:18][CH:17]=2)(=[O:15])=[O:14])[CH2:11][CH2:10][NH:9][CH2:8][CH2:7]1)=[O:5])[CH3:2].C(N(CC)CC)C.[C:34](Cl)(=[O:36])[CH3:35]. The catalyst is CN(C)C1C=CN=CC=1.C(Cl)Cl. The product is [C:34]([N:9]1[CH2:8][CH2:7][C:6]([CH2:12][S:13]([C:16]2[CH:17]=[CH:18][C:19]([O:22][CH2:23][C:24]#[C:25][CH3:26])=[CH:20][CH:21]=2)(=[O:15])=[O:14])([C:4]([O:3][CH2:1][CH3:2])=[O:5])[CH2:11][CH2:10]1)(=[O:36])[CH3:35]. The yield is 1.00. (2) The reactants are [F:1][C:2]1[CH:7]=[CH:6][C:5]([C:8]2[CH:9]=[N:10][N:11](C(C3C=CC=CC=3)(C3C=CC=CC=3)C3C=CC=CC=3)[CH:12]=2)=[CH:4][CH:3]=1.FC(F)(F)C(O)=O. The catalyst is C(Cl)Cl. The product is [F:1][C:2]1[CH:3]=[CH:4][C:5]([C:8]2[CH:12]=[N:11][NH:10][CH:9]=2)=[CH:6][CH:7]=1. The yield is 0.810. (3) The reactants are [Mg].Br[C:3]1[CH:8]=[CH:7][C:6]([CH3:9])=[CH:5][CH:4]=1.C[O:11][C:12]1[CH:17]=[CH:16][CH:15]=[CH:14][C:13]=1C=NC1CCCCC1.Cl.[CH2:27]1COCC1. No catalyst specified. The product is [CH3:27][C:3]1[CH:8]=[CH:7][C:6]([C:9]2[C:13]([CH:12]=[O:11])=[CH:14][CH:15]=[CH:16][CH:17]=2)=[CH:5][CH:4]=1. The yield is 0.510. (4) The catalyst is [NH4+].[Cl-].[Cu].CN(C=O)C. The yield is 0.170. The product is [CH3:13][O:12][C:5]1[CH:6]=[CH:7][C:2]([NH2:1])=[N:3][CH:4]=1. The reactants are [NH2:1][C:2]1[CH:7]=[C:6](Br)[CH:5]=[CH:4][N:3]=1.C[O-].[Na+].[OH:12][CH2:13]C1(OC[C@@H](O)[C@@H](O)[C@H]1O)O.C(OC)=O.CNC. (5) The reactants are [N+:1]([C:4]1[CH:5]=[C:6]([S:10](Cl)(=[O:12])=[O:11])[CH:7]=[CH:8][CH:9]=1)([O-:3])=[O:2].[CH3:14][N:15]([CH3:19])[CH2:16][CH2:17][NH2:18].[OH-].[Na+]. The catalyst is C(#N)C. The product is [CH3:14][N:15]([CH3:19])[CH2:16][CH2:17][NH:18][S:10]([C:6]1[CH:7]=[CH:8][CH:9]=[C:4]([N+:1]([O-:3])=[O:2])[CH:5]=1)(=[O:12])=[O:11]. The yield is 0.430. (6) The reactants are [OH:1][C:2]1[CH:3]=[C:4]([CH:7]=[CH:8][CH:9]=1)[CH:5]=[O:6].[F:10][C:11]1[CH:16]=[CH:15][C:14](Br)=[CH:13][CH:12]=1.C([O-])([O-])=O.[K+].[K+]. The yield is 0.350. The catalyst is N1C=CC=CC=1.[Cu]. The product is [F:10][C:11]1[CH:16]=[CH:15][C:14]([O:1][C:2]2[CH:3]=[C:4]([CH:7]=[CH:8][CH:9]=2)[CH:5]=[O:6])=[CH:13][CH:12]=1.